This data is from Catalyst prediction with 721,799 reactions and 888 catalyst types from USPTO. The task is: Predict which catalyst facilitates the given reaction. (1) Reactant: [C:1]([O:8][CH2:9][CH3:10])(=[O:7])[C:2]([O:4]CC)=O.[CH3:11][C:12]([CH3:16])=[CH:13][Mg]Br. The catalyst class is: 11. Product: [CH2:9]([O:8][C:1](=[O:7])[C:2](=[O:4])[CH:11]=[C:12]([CH3:16])[CH3:13])[CH3:10]. (2) Reactant: [Si]([O:18][CH2:19][CH:20]([F:35])[CH2:21][N:22]1[C:31]2[C:26](=[CH:27][CH:28]=[C:29]([O:32][CH3:33])[CH:30]=2)[N:25]=[CH:24][C:23]1=[O:34])(C(C)(C)C)(C1C=CC=CC=1)C1C=CC=CC=1.[F-].C([N+](CCCC)(CCCC)CCCC)CCC.O.C(=O)(O)[O-].[Na+]. The catalyst class is: 7. Product: [F:35][CH:20]([CH2:19][OH:18])[CH2:21][N:22]1[C:31]2[C:26](=[CH:27][CH:28]=[C:29]([O:32][CH3:33])[CH:30]=2)[N:25]=[CH:24][C:23]1=[O:34]. (3) Product: [O:18]=[C:16]([CH:8]1[CH2:7][CH2:6][C:5]2[C:10](=[CH:11][CH:12]=[C:3]([CH:1]=[CH2:2])[CH:4]=2)[C:9]1=[O:26])[C:15]([O:22][CH3:23])=[O:21]. The catalyst class is: 5. Reactant: [CH:1]([C:3]1[CH:4]=[C:5]2[C:10](=[CH:11][CH:12]=1)/[C:9](=N/O)/[CH2:8][CH2:7][CH2:6]2)=[CH2:2].[C:15]([O:22][CH2:23]C)(=[O:21])[C:16]([O:18]CC)=O.C[O-:26].[Na+]. (4) Reactant: [H-].[Na+].[C:3]([C:5]1[CH:6]=[CH:7][C:8]([NH:11][CH2:12][CH2:13][CH2:14][O:15][C:16]2[CH:17]=[C:18]3[C:22](=[CH:23][CH:24]=2)[C@H:21]([CH2:25][C:26]([O:28][CH2:29][CH3:30])=[O:27])[CH2:20][CH2:19]3)=[N:9][CH:10]=1)#[N:4].[CH2:31](I)[CH2:32][CH3:33]. Product: [C:3]([C:5]1[CH:6]=[CH:7][C:8]([N:11]([CH2:31][CH2:32][CH3:33])[CH2:12][CH2:13][CH2:14][O:15][C:16]2[CH:17]=[C:18]3[C:22](=[CH:23][CH:24]=2)[C@H:21]([CH2:25][C:26]([O:28][CH2:29][CH3:30])=[O:27])[CH2:20][CH2:19]3)=[N:9][CH:10]=1)#[N:4]. The catalyst class is: 3. (5) Reactant: C(Cl)(=O)C(Cl)=O.[C:7]([C:9]1[CH:14]=[CH:13][C:12]([CH:15]2[N:19]3[C:20]([CH2:23][OH:24])=[CH:21][N:22]=[C:18]3[CH2:17][CH2:16]2)=[CH:11][C:10]=1[F:25])#[N:8].C(N(CC)CC)C.C([O-])(O)=O.[Na+]. Product: [C:7]([C:9]1[CH:14]=[CH:13][C:12]([CH:15]2[N:19]3[C:20]([CH:23]=[O:24])=[CH:21][N:22]=[C:18]3[CH2:17][CH2:16]2)=[CH:11][C:10]=1[F:25])#[N:8]. The catalyst class is: 583. (6) Product: [CH3:34][N:35]1[CH2:40][CH2:39][N:38]([C:6]2[N:5]=[C:4](/[CH:12]=[CH:13]/[C:14]3[CH:19]=[CH:18][CH:17]=[CH:16][CH:15]=3)[N:3]=[C:2]([NH:27][C:28]3[NH:29][N:30]=[C:31]([CH3:33])[CH:32]=3)[C:7]=2[N+:8]([O-:10])=[O:9])[CH2:37][CH2:36]1. The catalyst class is: 375. Reactant: Cl[C:2]1[C:7]([N+:8]([O-:10])=[O:9])=[C:6](Cl)[N:5]=[C:4](/[CH:12]=[CH:13]/[C:14]2[CH:19]=[CH:18][CH:17]=[CH:16][CH:15]=2)[N:3]=1.C(N(CC)CC)C.[NH2:27][C:28]1[CH:32]=[C:31]([CH3:33])[NH:30][N:29]=1.[CH3:34][N:35]1[CH2:40][CH2:39][NH:38][CH2:37][CH2:36]1. (7) Reactant: [CH2:1]([CH:3]1[CH2:29][CH:6]2[CH:7]([C:19]3[CH:24]=[CH:23][C:22]([O:25]COC)=[CH:21][CH:20]=3)[O:8][C:9]3[CH:10]=[CH:11][C:12]([O:15]COC)=[CH:13][C:14]=3[CH:5]2[CH2:4]1)[CH3:2].Cl.CCOC(C)=O.CCOC(C)=O.CCCCCC. Product: [CH2:1]([C@H:3]1[CH2:29][C@H:6]2[C@@H:7]([C:19]3[CH:20]=[CH:21][C:22]([OH:25])=[CH:23][CH:24]=3)[O:8][C:9]3[CH:10]=[CH:11][C:12]([OH:15])=[CH:13][C:14]=3[C@H:5]2[CH2:4]1)[CH3:2]. The catalyst class is: 1. (8) Reactant: [Cl:1][C:2]1[N:7]=[N:6][C:5]([NH:8][CH2:9][C:10]([C:13]2[CH:18]=[CH:17][C:16]([F:19])=[CH:15][CH:14]=2)([CH3:12])[CH3:11])=[CH:4][C:3]=1C.ClC1N=NC(Cl)=CC=1[C:28]([NH2:30])=[O:29].FC1C=CC(C(C)(C)CN)=CC=1.C(N(C(C)C)CC)(C)C. Product: [Cl:1][C:2]1[N:7]=[N:6][C:5]([NH:8][CH2:9][C:10]([C:13]2[CH:14]=[CH:15][C:16]([F:19])=[CH:17][CH:18]=2)([CH3:11])[CH3:12])=[C:4]([C:28]([NH2:30])=[O:29])[CH:3]=1. The catalyst class is: 23.